This data is from Catalyst prediction with 721,799 reactions and 888 catalyst types from USPTO. The task is: Predict which catalyst facilitates the given reaction. Reactant: [F:1][C:2]([F:21])([F:20])[C:3]1[CH:8]=[CH:7][C:6]([C:9]2[C:13]([C:14]3[CH:19]=[CH:18][N:17]=[CH:16][CH:15]=3)=[CH:12][NH:11][N:10]=2)=[CH:5][CH:4]=1.[CH2:22]([CH:24]1[O:26][CH2:25]1)Cl.C(=O)([O-])[O-].[Cs+].[Cs+]. Product: [O:26]1[CH2:25][CH:24]1[CH2:22][N:11]1[CH:12]=[C:13]([C:14]2[CH:19]=[CH:18][N:17]=[CH:16][CH:15]=2)[C:9]([C:6]2[CH:5]=[CH:4][C:3]([C:2]([F:1])([F:20])[F:21])=[CH:8][CH:7]=2)=[N:10]1. The catalyst class is: 31.